Dataset: Peptide-MHC class II binding affinity with 134,281 pairs from IEDB. Task: Regression. Given a peptide amino acid sequence and an MHC pseudo amino acid sequence, predict their binding affinity value. This is MHC class II binding data. (1) The peptide sequence is DHTNFKYNYSVIEGG. The MHC is DRB1_1501 with pseudo-sequence DRB1_1501. The binding affinity (normalized) is 0.402. (2) The peptide sequence is KFIPALEAAVKQAYA. The MHC is DRB1_0901 with pseudo-sequence DRB1_0901. The binding affinity (normalized) is 0.598.